This data is from Retrosynthesis with 50K atom-mapped reactions and 10 reaction types from USPTO. The task is: Predict the reactants needed to synthesize the given product. Given the product COc1cc2c(cc1OC)C(C1CCC1)=NCC2, predict the reactants needed to synthesize it. The reactants are: COc1ccc(CCNC(=O)C2CCC2)cc1OC.